Dataset: Reaction yield outcomes from USPTO patents with 853,638 reactions. Task: Predict the reaction yield, written as a fraction of the theoretical maximum amount of product (1.0 means a 100% yield; for example, 0.34 means a 34% yield). The reactants are [C:1](Cl)(=[O:3])[CH3:2].[Br:5][C:6]1[C:15]([Br:16])=[C:14]([NH2:17])[C:13]2[N:18]=[C:19](Cl)[N:11]3[C:12]=2[C:7]=1[CH2:8][CH2:9][CH2:10]3.[N:21]1(C(OC(C)(C)C)=O)[CH2:26][CH2:25][NH:24][CH2:23][CH2:22]1.Cl. The catalyst is ClCCl.C(O)C.CO.O1CCOCC1.O. The product is [Br:5][C:6]1[C:15]([Br:16])=[C:14]([NH:17][C:1](=[O:3])[CH3:2])[C:13]2[N:18]=[C:19]([N:21]3[CH2:26][CH2:25][NH:24][CH2:23][CH2:22]3)[N:11]3[C:12]=2[C:7]=1[CH2:8][CH2:9][CH2:10]3. The yield is 0.200.